This data is from CYP1A2 inhibition data for predicting drug metabolism from PubChem BioAssay. The task is: Regression/Classification. Given a drug SMILES string, predict its absorption, distribution, metabolism, or excretion properties. Task type varies by dataset: regression for continuous measurements (e.g., permeability, clearance, half-life) or binary classification for categorical outcomes (e.g., BBB penetration, CYP inhibition). Dataset: cyp1a2_veith. (1) The molecule is N#CC(c1ccc(Cl)cc1)c1nc2ccccc2nc1C(F)(F)F. The result is 1 (inhibitor). (2) The drug is CCCc1nnc(SCC(=O)N2CCCC(C)C2)n1CC1CCCO1. The result is 0 (non-inhibitor).